This data is from Forward reaction prediction with 1.9M reactions from USPTO patents (1976-2016). The task is: Predict the product of the given reaction. (1) The product is: [F:33][C:2]([F:1])([S:29]([CH3:32])(=[O:30])=[O:31])[C:3]1[N:8]=[CH:7][C:6]([C:9]2[CH:14]=[CH:13][C:12]([C@@H:15]([OH:19])[C@H:16]([NH:17][C:22](=[O:26])[CH:23]([F:25])[F:24])[CH2:27][F:28])=[CH:11][CH:10]=2)=[CH:5][CH:4]=1. Given the reactants [F:1][C:2]([F:33])([S:29]([CH3:32])(=[O:31])=[O:30])[C:3]1[N:8]=[CH:7][C:6]([C:9]2[CH:14]=[CH:13][C:12]([C@H:15]3[O:19]C(C)(C)[N:17]([C:22](=[O:26])[CH:23]([F:25])[F:24])[C@@H:16]3[CH2:27][F:28])=[CH:11][CH:10]=2)=[CH:5][CH:4]=1, predict the reaction product. (2) Given the reactants [C:1]([C:3]1[CH:8]=[CH:7][C:6]([C@@H:9]2[C:14]([C:15]([O:17]CC=C)=[O:16])=[C:13]([CH3:21])[N:12]([C:22]3[CH:27]=[CH:26][CH:25]=[C:24]([C:28]([F:31])([F:30])[F:29])[CH:23]=3)[C:11](=[O:32])[N:10]2[CH3:33])=[C:5]([S:34]([CH3:37])(=[O:36])=[O:35])[CH:4]=1)#[N:2].N1CCOCC1, predict the reaction product. The product is: [C:1]([C:3]1[CH:8]=[CH:7][C:6]([C@@H:9]2[C:14]([C:15]([OH:17])=[O:16])=[C:13]([CH3:21])[N:12]([C:22]3[CH:27]=[CH:26][CH:25]=[C:24]([C:28]([F:30])([F:31])[F:29])[CH:23]=3)[C:11](=[O:32])[N:10]2[CH3:33])=[C:5]([S:34]([CH3:37])(=[O:35])=[O:36])[CH:4]=1)#[N:2].